From a dataset of Forward reaction prediction with 1.9M reactions from USPTO patents (1976-2016). Predict the product of the given reaction. The product is: [CH2:1]([C:5]1[CH:13]=[CH:12][C:8]([C:9]([NH2:14])=[O:10])=[CH:7][CH:6]=1)[CH:2]([CH3:4])[CH3:3]. Given the reactants [CH2:1]([C:5]1[CH:13]=[CH:12][C:8]([C:9](O)=[O:10])=[CH:7][CH:6]=1)[CH:2]([CH3:4])[CH3:3].[NH:14](C1C=C(C=CC=1OC(F)(F)F)C(N)=O)C(N)=S, predict the reaction product.